Dataset: Full USPTO retrosynthesis dataset with 1.9M reactions from patents (1976-2016). Task: Predict the reactants needed to synthesize the given product. (1) Given the product [S:26]([C:30]1[CH:31]=[C:32]([NH:36][C:23]([C:20]2[CH:21]=[N:22][C:17]([C:11]3[CH:12]=[CH:13][CH:14]=[CH:15][CH:16]=3)=[N:18][CH:19]=2)=[O:25])[CH:33]=[CH:34][CH:35]=1)(=[O:28])(=[O:29])[NH2:27], predict the reactants needed to synthesize it. The reactants are: N1SC=C2C=C(N)C=CC=12.[C:11]1([C:17]2[N:22]=[CH:21][C:20]([C:23]([OH:25])=O)=[CH:19][N:18]=2)[CH:16]=[CH:15][CH:14]=[CH:13][CH:12]=1.[S:26]([C:30]1[CH:31]=[C:32]([NH-:36])[CH:33]=[CH:34][CH:35]=1)(=[O:29])(=[O:28])[NH2:27]. (2) Given the product [C:3]([C:5]1[CH:10]=[CH:9][C:8]([CH2:11][CH:12]([CH:18]=[O:19])[C:13]([O:15][CH2:16][CH3:17])=[O:14])=[CH:7][CH:6]=1)#[N:4], predict the reactants needed to synthesize it. The reactants are: [H-].[Na+].[C:3]([C:5]1[CH:10]=[CH:9][C:8]([CH2:11][CH2:12][C:13]([O:15][CH2:16][CH3:17])=[O:14])=[CH:7][CH:6]=1)#[N:4].[CH:18](OCC)=[O:19].C(O)(=O)C. (3) Given the product [F:18][CH:2]([F:1])[C@@:3]1([C:10]2[CH:15]=[C:14]([N+:19]([O-:21])=[O:20])[CH:13]=[C:12]([F:16])[C:11]=2[F:17])[CH2:8][O:7][CH2:6][C:5]([NH2:9])=[N:4]1, predict the reactants needed to synthesize it. The reactants are: [F:1][CH:2]([F:18])[C@@:3]1([C:10]2[CH:15]=[CH:14][CH:13]=[C:12]([F:16])[C:11]=2[F:17])[CH2:8][O:7][CH2:6][C:5]([NH2:9])=[N:4]1.[N+:19]([O-])([O-:21])=[O:20].[K+].C([O-])([O-])=O.[Na+].[Na+]. (4) Given the product [CH2:1]([N:8]1[CH2:12][CH2:11][C@@H:10]([C:13]2[CH:14]=[C:15]([NH:19][S:29]([C:25]3[CH:26]=[CH:27][CH:28]=[C:23]([O:22][C:21]([F:20])([F:33])[F:34])[CH:24]=3)(=[O:31])=[O:30])[CH:16]=[CH:17][CH:18]=2)[CH2:9]1)[C:2]1[CH:3]=[CH:4][CH:5]=[CH:6][CH:7]=1, predict the reactants needed to synthesize it. The reactants are: [CH2:1]([N:8]1[CH2:12][CH2:11][C@@H:10]([C:13]2[CH:18]=[CH:17][CH:16]=[C:15]([NH2:19])[CH:14]=2)[CH2:9]1)[C:2]1[CH:7]=[CH:6][CH:5]=[CH:4][CH:3]=1.[F:20][C:21]([F:34])([F:33])[O:22][C:23]1[CH:24]=[C:25]([S:29](Cl)(=[O:31])=[O:30])[CH:26]=[CH:27][CH:28]=1.C(N(CC)CC)C. (5) Given the product [Cl:2][C:3]1[CH:4]=[C:5]([S:15]([NH2:18])(=[O:16])=[O:17])[CH:6]=[N:7][C:8]=1[O:9][C@@H:10]1[CH2:14][CH2:13][N:12]([CH2:21][CH:20]([F:23])[F:19])[CH2:11]1, predict the reactants needed to synthesize it. The reactants are: Cl.[Cl:2][C:3]1[CH:4]=[C:5]([S:15]([NH2:18])(=[O:17])=[O:16])[CH:6]=[N:7][C:8]=1[O:9][C@@H:10]1[CH2:14][CH2:13][NH:12][CH2:11]1.[F:19][CH:20]([F:23])[CH2:21]I.C([O-])([O-])=O.[Na+].[Na+]. (6) Given the product [F:25][C:26]1[N:31]=[C:30]([CH2:32][NH:1][CH2:2][CH:3]2[CH2:8][CH2:7][N:6]([C:9]3[N:14]=[C:13](/[CH:15]=[C:16]4/[C:17](=[O:22])[NH:18][C:19](=[O:21])[S:20]/4)[CH:12]=[C:11]([O:23][CH3:24])[N:10]=3)[CH2:5][CH2:4]2)[CH:29]=[CH:28][CH:27]=1, predict the reactants needed to synthesize it. The reactants are: [NH2:1][CH2:2][CH:3]1[CH2:8][CH2:7][N:6]([C:9]2[N:14]=[C:13](/[CH:15]=[C:16]3/[C:17](=[O:22])[NH:18][C:19](=[O:21])[S:20]/3)[CH:12]=[C:11]([O:23][CH3:24])[N:10]=2)[CH2:5][CH2:4]1.[F:25][C:26]1[N:31]=[C:30]([CH:32]=O)[CH:29]=[CH:28][CH:27]=1. (7) Given the product [Br:44][CH2:43][CH2:42][CH2:41][CH2:40][CH2:39][C:38]([OH:45])=[O:37], predict the reactants needed to synthesize it. The reactants are: [Br-].C(OC(C(CC)CC[P+](C1C=CC=CC=1)(C1C=CC=CC=1)C1C=CC=CC=1)=O)(C)(C)C.C([O:37][C:38](=[O:45])[CH2:39][CH2:40][CH2:41][CH2:42][CH2:43][Br:44])(C)(C)C. (8) Given the product [CH3:11][O:12][C:13]([C:15]1[O:16][C:17]([CH2:20][N:9]2[CH:8]=[CH:7][C:6]([N+:3]([O-:5])=[O:4])=[N:10]2)=[CH:18][CH:19]=1)=[O:14], predict the reactants needed to synthesize it. The reactants are: N#N.[N+:3]([C:6]1[NH:10][N:9]=[CH:8][CH:7]=1)([O-:5])=[O:4].[CH3:11][O:12][C:13]([C:15]1[O:16][C:17]([CH2:20]Cl)=[CH:18][CH:19]=1)=[O:14].C([O-])([O-])=O.[K+].[K+].[Br-]. (9) Given the product [CH2:13]([N:20]1[C:28]2[C:23](=[CH:24][CH:25]=[CH:26][CH:27]=2)[C:22]([CH2:29][N:30]([CH3:35])[C:31](=[O:34])/[CH:32]=[CH:33]/[C:2]2[CH:11]=[N:10][C:9]3[NH:8][C:7](=[O:12])[CH2:6][CH2:5][C:4]=3[CH:3]=2)=[CH:21]1)[C:14]1[CH:15]=[CH:16][CH:17]=[CH:18][CH:19]=1, predict the reactants needed to synthesize it. The reactants are: Br[C:2]1[CH:3]=[C:4]2[C:9](=[N:10][CH:11]=1)[NH:8][C:7](=[O:12])[CH2:6][CH2:5]2.[CH2:13]([N:20]1[C:28]2[C:23](=[CH:24][CH:25]=[CH:26][CH:27]=2)[C:22]([CH2:29][N:30]([CH3:35])[C:31](=[O:34])[CH:32]=[CH2:33])=[CH:21]1)[C:14]1[CH:19]=[CH:18][CH:17]=[CH:16][CH:15]=1.C1(C)C=CC=CC=1P(C1C=CC=CC=1C)C1C=CC=CC=1C.C(N(C(C)C)CC)(C)C. (10) Given the product [CH3:40][S:37]([O:1][CH2:2][CH2:3][CH2:4][O:5][C:6]1[CH:11]=[CH:10][C:9]([CH:12]2[CH2:17][CH2:16][N:15]([C:18]([O:20][C:21]([CH3:22])([CH3:23])[CH3:24])=[O:19])[CH2:14][CH:13]2[O:25][CH2:26][C:27]2[CH:36]=[CH:35][C:34]3[C:29](=[CH:30][CH:31]=[CH:32][CH:33]=3)[CH:28]=2)=[CH:8][CH:7]=1)(=[O:39])=[O:38], predict the reactants needed to synthesize it. The reactants are: [OH:1][CH2:2][CH2:3][CH2:4][O:5][C:6]1[CH:11]=[CH:10][C:9]([CH:12]2[CH2:17][CH2:16][N:15]([C:18]([O:20][C:21]([CH3:24])([CH3:23])[CH3:22])=[O:19])[CH2:14][CH:13]2[O:25][CH2:26][C:27]2[CH:36]=[CH:35][C:34]3[C:29](=[CH:30][CH:31]=[CH:32][CH:33]=3)[CH:28]=2)=[CH:8][CH:7]=1.[S:37](Cl)([CH3:40])(=[O:39])=[O:38].